This data is from Reaction yield outcomes from USPTO patents with 853,638 reactions. The task is: Predict the reaction yield, written as a fraction of the theoretical maximum amount of product (1.0 means a 100% yield; for example, 0.34 means a 34% yield). (1) The reactants are Br[C:2]1[CH:21]=[CH:20][C:5](/[CH:6]=[CH:7]/[C:8]2[CH:9]=[C:10]([N:15]3[CH:19]=[CH:18][N:17]=[CH:16]3)[CH:11]=[C:12]([Cl:14])[CH:13]=2)=[CH:4][CH:3]=1.[C:22]([N:25]1[CH2:30][CH2:29][NH:28][CH2:27][CH2:26]1)(=[O:24])[CH3:23].C(=O)([O-])[O-].[Cs+].[Cs+].C1(P(C2CCCCC2)C2C=CC=CC=2C2C(C(C)C)=CC(C(C)C)=CC=2C(C)C)CCCCC1. The catalyst is C1(C)C=CC=CC=1.C([O-])(=O)C.[Pd+2].C([O-])(=O)C. The product is [Cl:14][C:12]1[CH:13]=[C:8]([CH:9]=[C:10]([N:15]2[CH:19]=[CH:18][N:17]=[CH:16]2)[CH:11]=1)/[CH:7]=[CH:6]/[C:5]1[CH:20]=[CH:21][C:2]([N:28]2[CH2:29][CH2:30][N:25]([C:22](=[O:24])[CH3:23])[CH2:26][CH2:27]2)=[CH:3][CH:4]=1. The yield is 0.160. (2) The reactants are [CH:1]1([CH2:7][CH2:8][C:9]([OH:11])=O)[CH2:6][CH2:5][CH2:4][CH2:3][CH2:2]1.C1(P(C2C=CC=CC=2)C2C=CC=CC=2)C=CC=CC=1.[CH:31]1[CH:36]=[C:35]([S:37][S:37][C:35]2[N:34]=[CH:33][CH:32]=[CH:31][CH:36]=2)[N:34]=[CH:33][CH:32]=1. The catalyst is C(Cl)Cl. The product is [N:34]1[CH:33]=[CH:32][CH:31]=[CH:36][C:35]=1[S:37][C:9](=[O:11])[CH2:8][CH2:7][CH:1]1[CH2:2][CH2:3][CH2:4][CH2:5][CH2:6]1. The yield is 0.900. (3) The reactants are [F:1][CH:2]([F:19])[CH2:3][NH:4][CH:5]1[CH2:11][CH2:10][C:9]2[C:12](OC)=[C:13]([NH2:16])[CH:14]=[CH:15][C:8]=2[CH2:7][CH2:6]1.Cl[C:21]1[N:26]=[C:25]([NH:27][C@@H:28]2[CH2:33][CH2:32][CH2:31][CH2:30][C@H:29]2[NH:34][S:35]([CH3:38])(=[O:37])=[O:36])[C:24]([Cl:39])=[CH:23][N:22]=1. No catalyst specified. The product is [Cl:39][C:24]1[C:25]([NH:27][C@@H:28]2[CH2:33][CH2:32][CH2:31][CH2:30][C@H:29]2[NH:34][S:35]([CH3:38])(=[O:37])=[O:36])=[N:26][C:21]([NH:16][C:13]2[CH:14]=[CH:15][C:8]3[CH2:7][CH2:6][CH:5]([NH:4][CH2:3][CH:2]([F:19])[F:1])[CH2:11][CH2:10][C:9]=3[CH:12]=2)=[N:22][CH:23]=1. The yield is 0.607. (4) The reactants are CO.[Na].[O:4]=[C:5]([NH:12][CH2:13][CH2:14][C:15]([O:17]CC)=O)[CH2:6][C:7]([O:9][CH2:10]C)=[O:8].O. The catalyst is C1C=CC=CC=1. The product is [O:4]=[C:5]1[CH:6]([C:7]([O:9][CH3:10])=[O:8])[C:15](=[O:17])[CH2:14][CH2:13][NH:12]1. The yield is 0.800. (5) The product is [CH3:40][C:18]1[CH:19]=[C:20]([CH3:39])[C:21]([C:23]2[NH:38][C:26]3[CH2:27][NH:28][CH2:29][CH2:30][C:25]=3[N:24]=2)=[CH:22][C:17]=1[C:15]([N:12]1[CH2:11][CH2:10][CH:9]([C:6]2[CH:5]=[CH:4][C:3]([C:1]#[N:2])=[CH:8][CH:7]=2)[CH2:14][CH2:13]1)=[O:16]. The yield is 0.680. The catalyst is ClCCl. The reactants are [C:1]([C:3]1[CH:8]=[CH:7][C:6]([CH:9]2[CH2:14][CH2:13][N:12]([C:15]([C:17]3[C:18]([CH3:40])=[CH:19][C:20]([CH3:39])=[C:21]([C:23]4[NH:38][C:26]5[CH2:27][N:28](C(OC(C)(C)C)=O)[CH2:29][CH2:30][C:25]=5[N:24]=4)[CH:22]=3)=[O:16])[CH2:11][CH2:10]2)=[CH:5][CH:4]=1)#[N:2].FC(F)(F)C(O)=O. (6) The reactants are [CH2:1]([O:8][C:9]1[CH:10]=[CH:11][C:12]([N+:17]([O-:19])=[O:18])=[C:13]([CH:16]=1)[CH:14]=O)[C:2]1[CH:7]=[CH:6][CH:5]=[CH:4][CH:3]=1.Cl.NO.[N:23]1C(Cl)=NC(Cl)=NC=1Cl.Cl. The catalyst is N1C=CC=CC=1.CN(C=O)C. The product is [CH2:1]([O:8][C:9]1[CH:10]=[CH:11][C:12]([N+:17]([O-:19])=[O:18])=[C:13]([CH:16]=1)[C:14]#[N:23])[C:2]1[CH:7]=[CH:6][CH:5]=[CH:4][CH:3]=1. The yield is 0.810.